Predict the reactants needed to synthesize the given product. From a dataset of Full USPTO retrosynthesis dataset with 1.9M reactions from patents (1976-2016). The reactants are: [Cl:1][C:2]1[CH:3]=[N:4][CH:5]=[C:6]([Cl:20])[C:7]=1[S:8][C:9]1[S:13][C:12]([C:14](Cl)=[O:15])=[CH:11][C:10]=1[N+:17]([O-:19])=[O:18].[NH2:21][CH2:22][CH2:23][CH2:24][N:25]1[CH2:29][CH2:28][CH2:27][C:26]1=[O:30]. Given the product [Cl:1][C:2]1[CH:3]=[N:4][CH:5]=[C:6]([Cl:20])[C:7]=1[S:8][C:9]1[S:13][C:12]([C:14]([NH:21][CH2:22][CH2:23][CH2:24][N:25]2[CH2:29][CH2:28][CH2:27][C:26]2=[O:30])=[O:15])=[CH:11][C:10]=1[N+:17]([O-:19])=[O:18], predict the reactants needed to synthesize it.